From a dataset of NCI-60 drug combinations with 297,098 pairs across 59 cell lines. Regression. Given two drug SMILES strings and cell line genomic features, predict the synergy score measuring deviation from expected non-interaction effect. (1) Drug 1: CC1C(C(CC(O1)OC2CC(OC(C2O)C)OC3=CC4=CC5=C(C(=O)C(C(C5)C(C(=O)C(C(C)O)O)OC)OC6CC(C(C(O6)C)O)OC7CC(C(C(O7)C)O)OC8CC(C(C(O8)C)O)(C)O)C(=C4C(=C3C)O)O)O)O. Drug 2: CC(C)CN1C=NC2=C1C3=CC=CC=C3N=C2N. Cell line: KM12. Synergy scores: CSS=58.7, Synergy_ZIP=-3.80, Synergy_Bliss=-9.20, Synergy_Loewe=-11.0, Synergy_HSA=-7.33. (2) Drug 1: C#CCC(CC1=CN=C2C(=N1)C(=NC(=N2)N)N)C3=CC=C(C=C3)C(=O)NC(CCC(=O)O)C(=O)O. Drug 2: CCN(CC)CCCC(C)NC1=C2C=C(C=CC2=NC3=C1C=CC(=C3)Cl)OC. Cell line: NCI-H226. Synergy scores: CSS=14.3, Synergy_ZIP=-6.87, Synergy_Bliss=-1.96, Synergy_Loewe=-12.7, Synergy_HSA=0.00425.